This data is from Forward reaction prediction with 1.9M reactions from USPTO patents (1976-2016). The task is: Predict the product of the given reaction. Given the reactants Cl[C:2]1[C:7]([C:8]([NH2:10])=O)=[CH:6][C:5]([F:11])=[CH:4][N:3]=1.ClC1C(C(O)=O)=CC(F)=C[N:14]=1.C(Cl)(=O)C(Cl)=O.[NH3:29], predict the reaction product. The product is: [F:11][C:5]1[CH:6]=[C:7]2[C:8]([NH2:14])=[N:10][NH:3][C:2]2=[N:29][CH:4]=1.